This data is from Full USPTO retrosynthesis dataset with 1.9M reactions from patents (1976-2016). The task is: Predict the reactants needed to synthesize the given product. (1) Given the product [C:25]([C:23]1[CH:22]=[CH:21][C:20]([O:27][CH3:28])=[C:19]([S:16]([NH:15][CH2:14][CH2:13][C:10]2[CH:11]=[CH:12][C:7]([C:38]3[CH:39]=[CH:40][CH:41]=[CH:42][C:37]=3[S:36][CH3:35])=[CH:8][C:9]=2[O:29][CH2:30][O:31][CH3:32])(=[O:17])=[O:18])[CH:24]=1)#[N:26], predict the reactants needed to synthesize it. The reactants are: FC(F)(F)S(O[C:7]1[CH:12]=[CH:11][C:10]([CH2:13][CH2:14][NH:15][S:16]([C:19]2[CH:24]=[C:23]([C:25]#[N:26])[CH:22]=[CH:21][C:20]=2[O:27][CH3:28])(=[O:18])=[O:17])=[C:9]([O:29][CH2:30][O:31][CH3:32])[CH:8]=1)(=O)=O.[CH3:35][S:36][C:37]1[CH:42]=[CH:41][CH:40]=[CH:39][C:38]=1B(O)O.[Na].O. (2) Given the product [NH2:1][C:4]1[CH:5]=[CH:6][C:7]([CH2:8][CH:9]([CH2:19][N:20]([CH2:33][C:34]([OH:36])=[O:35])[CH2:21][CH2:22][CH2:23][N:24]([CH2:25][C:26]([OH:28])=[O:27])[CH2:29][C:30]([OH:32])=[O:31])[N:10]([CH2:15][C:16]([OH:18])=[O:17])[CH2:11][C:12]([OH:14])=[O:13])=[CH:37][CH:38]=1, predict the reactants needed to synthesize it. The reactants are: [N+:1]([C:4]1[CH:38]=[CH:37][C:7]([CH2:8][CH:9]([CH2:19][N:20]([CH2:33][C:34]([OH:36])=[O:35])[CH2:21][CH2:22][CH2:23][N:24]([CH2:29][C:30]([OH:32])=[O:31])[CH2:25][C:26]([OH:28])=[O:27])[N:10]([CH2:15][C:16]([OH:18])=[O:17])[CH2:11][C:12]([OH:14])=[O:13])=[CH:6][CH:5]=1)([O-])=O. (3) Given the product [Cl:17][C:18]1[CH:26]=[C:25]2[C:21]([CH2:22][CH2:23][C:24]2([CH:1]2[CH2:3][CH2:2]2)[OH:27])=[CH:20][CH:19]=1, predict the reactants needed to synthesize it. The reactants are: [CH:1]1([Mg]Br)[CH2:3][CH2:2]1.ClC1C=C2C(=CC=1)C(=O)CC2.[Cl:17][C:18]1[CH:26]=[C:25]2[C:21]([CH2:22][CH2:23][C:24]2=[O:27])=[CH:20][CH:19]=1. (4) Given the product [F:22][CH:18]([F:23])[O:1][C:2]1[CH:7]=[CH:6][C:5]([B:8]2[O:12][C:11]([CH3:14])([CH3:13])[C:10]([CH3:16])([CH3:15])[O:9]2)=[CH:4][N:3]=1, predict the reactants needed to synthesize it. The reactants are: [OH:1][C:2]1[CH:7]=[CH:6][C:5]([B:8]2[O:12][C:11]([CH3:14])([CH3:13])[C:10]([CH3:16])([CH3:15])[O:9]2)=[CH:4][N:3]=1.Cl[C:18]([F:23])([F:22])C([O-])=O.[Na+]. (5) Given the product [CH:3]1([C:9]2[N:13]3[C:14]4[CH:20]=[CH:19][NH:18][C:15]=4[N:16]=[CH:17][C:12]3=[N:11][CH:10]=2)[CH2:4][CH2:5][CH2:6][CH2:7][CH2:8]1, predict the reactants needed to synthesize it. The reactants are: [OH-].[Na+].[CH:3]1([C:9]2[N:13]3[C:14]4[CH:20]=[CH:19][N:18](S(C5C=CC(C)=CC=5)(=O)=O)[C:15]=4[N:16]=[CH:17][C:12]3=[N:11][CH:10]=2)[CH2:8][CH2:7][CH2:6][CH2:5][CH2:4]1. (6) Given the product [ClH:1].[NH2:16][CH2:17][CH2:18][NH:19][C:20]([C:22]1[CH:27]=[CH:26][C:25]([C:28]2[CH:33]=[CH:32][CH:31]=[C:30]([CH2:34][C@H:35]([NH:48][C:49]([C@H:51]3[CH2:52][CH2:53][C@H:54]([CH2:57][NH2:58])[CH2:55][CH2:56]3)=[O:50])[C:36]([NH:38][C:39]3[CH:47]=[C:46]4[C:42]([CH:43]=[N:44][NH:45]4)=[CH:41][CH:40]=3)=[O:37])[CH:29]=2)=[CH:24][CH:23]=1)=[O:21], predict the reactants needed to synthesize it. The reactants are: [ClH:1].FC(F)(F)C(O)=O.C(OC([NH:16][CH2:17][CH2:18][NH:19][C:20]([C:22]1[CH:27]=[CH:26][C:25]([C:28]2[CH:33]=[CH:32][CH:31]=[C:30]([CH2:34][C@H:35]([NH:48][C:49]([C@H:51]3[CH2:56][CH2:55][C@H:54]([CH2:57][NH:58]C(=O)OC(C)(C)C)[CH2:53][CH2:52]3)=[O:50])[C:36]([NH:38][C:39]3[CH:47]=[C:46]4[C:42]([CH:43]=[N:44][NH:45]4)=[CH:41][CH:40]=3)=[O:37])[CH:29]=2)=[CH:24][CH:23]=1)=[O:21])=O)(C)(C)C.C(#N)C. (7) Given the product [CH3:40][N:41]([CH2:14][C:13]1[C:9]([C:3]2[CH:4]=[C:5]([CH3:8])[CH:6]=[CH:7][C:2]=2[CH3:1])=[N:10][N:11]([C:16]2[CH:21]=[CH:20][N:19]=[C:18]([NH:22][C:23]3[C:24]([O:38][CH3:39])=[CH:25][C:26]([N:32]4[CH2:33][CH2:34][O:35][CH2:36][CH2:37]4)=[C:27]([NH:29][C:24](=[O:38])[CH:23]=[CH2:28])[CH:28]=3)[N:17]=2)[CH:12]=1)[CH3:42], predict the reactants needed to synthesize it. The reactants are: [CH3:1][C:2]1[CH:7]=[CH:6][C:5]([CH3:8])=[CH:4][C:3]=1[C:9]1[C:13]([CH:14]=O)=[CH:12][N:11]([C:16]2[CH:21]=[CH:20][N:19]=[C:18]([NH:22][C:23]3[CH:28]=[C:27]([N+:29]([O-])=O)[C:26]([N:32]4[CH2:37][CH2:36][O:35][CH2:34][CH2:33]4)=[CH:25][C:24]=3[O:38][CH3:39])[N:17]=2)[N:10]=1.[CH3:40][NH:41][CH3:42]. (8) Given the product [F:14][C:11]([F:12])([F:13])[C:7]1[O:8][CH:9]=[CH:10][C:6]=1[CH2:4][OH:3], predict the reactants needed to synthesize it. The reactants are: C([O:3][C:4]([C:6]1[CH:10]=[CH:9][O:8][C:7]=1[C:11]([F:14])([F:13])[F:12])=O)C.[H-].[Al+3].[Li+].[H-].[H-].[H-].